From a dataset of Forward reaction prediction with 1.9M reactions from USPTO patents (1976-2016). Predict the product of the given reaction. (1) Given the reactants [C:1]([O:4][CH2:5][C@@H:6]1[C@@H:11]([O:12][C:13](=[O:15])[CH3:14])[C@H:10]([O:16][C:17](=[O:19])[CH3:18])[C@@H:9]([O:20][C:21](=[O:23])[CH3:22])[C@H:8]([N:24]2[C:32]3[C:27](=[C:28]([CH3:33])[CH:29]=[CH:30][CH:31]=3)[C:26]([CH:34]([C:36]3[CH:41]=[CH:40][C:39]([Br:42])=[CH:38][CH:37]=3)[OH:35])=[CH:25]2)[O:7]1)(=[O:3])[CH3:2].C([SiH](CC)CC)C.B(F)(F)F.CCOCC.C(=O)(O)[O-].[Na+], predict the reaction product. The product is: [C:1]([O:4][CH2:5][C@@H:6]1[C@@H:11]([O:12][C:13](=[O:15])[CH3:14])[C@H:10]([O:16][C:17](=[O:19])[CH3:18])[C@@H:9]([O:20][C:21](=[O:23])[CH3:22])[C@H:8]([N:24]2[C:32]3[C:27](=[C:28]([CH3:33])[CH:29]=[CH:30][CH:31]=3)[C:26]([C:34](=[O:35])[C:36]3[CH:41]=[CH:40][C:39]([Br:42])=[CH:38][CH:37]=3)=[CH:25]2)[O:7]1)(=[O:3])[CH3:2]. (2) Given the reactants C(OC([N:8]1[CH2:11][C:10]2([CH2:16][CH2:15][N:14]([CH:17]3[CH2:19][CH2:18]3)[CH2:13][CH2:12]2)[CH2:9]1)=O)(C)(C)C.[ClH:20], predict the reaction product. The product is: [CH:17]1([N:14]2[CH2:13][CH2:12][C:10]3([CH2:9][NH:8][CH2:11]3)[CH2:16][CH2:15]2)[CH2:19][CH2:18]1.[ClH:20].